From a dataset of Reaction yield outcomes from USPTO patents with 853,638 reactions. Predict the reaction yield, written as a fraction of the theoretical maximum amount of product (1.0 means a 100% yield; for example, 0.34 means a 34% yield). (1) The reactants are [N+:1]([C:4]1[CH:5]=[C:6]([O:18][C:19]([F:22])([F:21])[F:20])[CH:7]=[C:8]2[C:12]=1[NH:11][C:10]([C:13]([O:15][CH2:16][CH3:17])=[O:14])=[CH:9]2)([O-:3])=[O:2].[H-].[Na+].CN(C)C=O.[CH3:30][O:31][CH2:32]Cl. The catalyst is O1CCCC1.C(OCC)(=O)C. The product is [CH3:30][O:31][CH2:32][N:11]1[C:12]2[C:8](=[CH:7][C:6]([O:18][C:19]([F:22])([F:20])[F:21])=[CH:5][C:4]=2[N+:1]([O-:3])=[O:2])[CH:9]=[C:10]1[C:13]([O:15][CH2:16][CH3:17])=[O:14]. The yield is 0.740. (2) The product is [Cl:1][C:2]1[C:3]([CH:14]=[O:15])=[CH:4][N:5]([S:39]([C:35]2[CH:34]=[N:33][CH:38]=[CH:37][CH:36]=2)(=[O:41])=[O:40])[C:6]=1[C:7]1[C:8]([F:13])=[N:9][CH:10]=[CH:11][CH:12]=1. The reactants are [Cl:1][C:2]1[C:3]([CH:14]=[O:15])=[CH:4][NH:5][C:6]=1[C:7]1[C:8]([F:13])=[N:9][CH:10]=[CH:11][CH:12]=1.[H-].[Na+].C1OCCOCCOCCOCCOC1.[N:33]1[CH:38]=[CH:37][CH:36]=[C:35]([S:39](Cl)(=[O:41])=[O:40])[CH:34]=1. The yield is 0.810. The catalyst is O1CCCC1.[Cl-].[Na+].O. (3) The reactants are C(O[C:6](=O)[N:7]([CH2:9][C:10]1[CH:15]=[CH:14][CH:13]=[CH:12][C:11]=1[C:16]1[CH:21]=[CH:20][C:19]([O:22][C:23]2[CH:28]=[CH:27][C:26]([S:29]([NH:32][C:33]3[S:34][CH:35]=[CH:36][N:37]=3)(=[O:31])=[O:30])=[CH:25][C:24]=2[C:38]#[N:39])=[C:18]([C:40]2[N:44]([CH3:45])[N:43]=[CH:42][CH:41]=2)[CH:17]=1)C)(C)(C)C.[F:47][C:48]([F:53])([F:52])[C:49]([OH:51])=[O:50]. The catalyst is ClCCl. The product is [F:47][C:48]([F:53])([F:52])[C:49]([OH:51])=[O:50].[C:38]([C:24]1[CH:25]=[C:26]([S:29]([NH:32][C:33]2[S:34][CH:35]=[CH:36][N:37]=2)(=[O:30])=[O:31])[CH:27]=[CH:28][C:23]=1[O:22][C:19]1[CH:20]=[CH:21][C:16]([C:11]2[CH:12]=[CH:13][CH:14]=[CH:15][C:10]=2[CH2:9][NH:7][CH3:6])=[CH:17][C:18]=1[C:40]1[N:44]([CH3:45])[N:43]=[CH:42][CH:41]=1)#[N:39]. The yield is 0.370. (4) The reactants are C([N:8]([C:13](=[O:35])[C@H:14]([CH2:23][CH2:24][CH2:25][CH2:26][NH:27][C:28]([O:30][C:31]([CH3:34])([CH3:33])[CH3:32])=[O:29])[NH:15][C:16]([O:18][C:19]([CH3:22])([CH3:21])[CH3:20])=[O:17])[CH2:9][C:10]([OH:12])=[O:11])C1C=CC=CC=1. The catalyst is CO.[Pd]. The product is [C:19]([O:18][C:16]([NH:15][C@H:14]([C:13]([NH:8][CH2:9][C:10]([OH:12])=[O:11])=[O:35])[CH2:23][CH2:24][CH2:25][CH2:26][NH:27][C:28]([O:30][C:31]([CH3:32])([CH3:33])[CH3:34])=[O:29])=[O:17])([CH3:20])([CH3:21])[CH3:22]. The yield is 0.990. (5) The reactants are [H-].[H-].[H-].[H-].[Li+].[Al+3].[N:7]([CH:10]1[C:16](=[O:17])[CH:15]([CH3:18])[CH2:14][CH2:13][N:12]([S:19]([C:22]2[CH:28]=[CH:27][C:25]([CH3:26])=[CH:24][CH:23]=2)(=[O:21])=[O:20])[CH2:11]1)=[N+]=[N-]. The catalyst is C1COCC1. The product is [NH2:7][CH:10]1[CH:16]([OH:17])[CH:15]([CH3:18])[CH2:14][CH2:13][N:12]([S:19]([C:22]2[CH:23]=[CH:24][C:25]([CH3:26])=[CH:27][CH:28]=2)(=[O:21])=[O:20])[CH2:11]1. The yield is 0.300. (6) The reactants are C[C:2](C)([C:6]([O-:8])=[O:7])C([O-])=O.[H-].[Na+].[C:12]12[C:18](=[CH:19][CH:20]=[CH:21][CH:22]=1)[NH:17][C:16](=[O:23])[O:15][C:13]2=O.Cl.[CH3:25]N(C=O)C. No catalyst specified. The product is [OH:15][C:13]1[C:12]2[C:18](=[CH:19][CH:20]=[CH:21][CH:22]=2)[NH:17][C:16](=[O:23])[C:2]=1[C:6]([O:8][CH3:25])=[O:7]. The yield is 0.720. (7) The reactants are Br[CH2:2][C:3]([C:5]1[CH:10]=[CH:9][N:8]=[C:7]([Cl:11])[N:6]=1)=O.[O:12]=[C:13]1[CH2:29][C:28](=O)[C:16]2([CH2:20][N:19]([C:21]([O:23][C:24]([CH3:27])([CH3:26])[CH3:25])=[O:22])[CH2:18][CH2:17]2)[CH2:15][NH:14]1.C([O-])(=O)C.[NH4+:35]. The catalyst is CCO. The product is [Cl:11][C:7]1[N:6]=[C:5]([C:3]2[NH:35][C:28]3[C:16]4([CH2:17][CH2:18][N:19]([C:21]([O:23][C:24]([CH3:27])([CH3:26])[CH3:25])=[O:22])[CH2:20]4)[CH2:15][NH:14][C:13](=[O:12])[C:29]=3[CH:2]=2)[CH:10]=[CH:9][N:8]=1. The yield is 0.260.